Predict the product of the given reaction. From a dataset of Forward reaction prediction with 1.9M reactions from USPTO patents (1976-2016). (1) Given the reactants Br[C:2]1[CH:3]=[CH:4][C:5]([F:10])=[C:6]([CH:9]=1)[C:7]#[N:8].[CH2:11]([N:18]1[CH:22]=[C:21](B2OC(C)(C)C(C)(C)O2)[CH:20]=[N:19]1)[C:12]1[CH:17]=[CH:16][CH:15]=[CH:14][CH:13]=1.C(=O)([O-])[O-].[K+].[K+].O1CCOCC1, predict the reaction product. The product is: [CH2:11]([N:18]1[CH:22]=[C:21]([C:2]2[CH:3]=[CH:4][C:5]([F:10])=[C:6]([CH:9]=2)[C:7]#[N:8])[CH:20]=[N:19]1)[C:12]1[CH:17]=[CH:16][CH:15]=[CH:14][CH:13]=1. (2) Given the reactants [NH2:1][C:2]1[S:6][N:5]=[C:4]([CH3:7])[C:3]=1[C:8]([NH:10][C:11]1[CH:16]=[CH:15][C:14]([F:17])=[C:13]([F:18])[CH:12]=1)=[O:9].[Cl:19][C:20]1[CH:25]=[N:24][C:23](Cl)=[CH:22][N:21]=1.C(=O)([O-])[O-].[Cs+].[Cs+].CC1(C)C2C(=C(P(C3C=CC=CC=3)C3C=CC=CC=3)C=CC=2)OC2C(P(C3C=CC=CC=3)C3C=CC=CC=3)=CC=CC1=2, predict the reaction product. The product is: [Cl:19][C:20]1[N:21]=[CH:22][C:23]([NH:1][C:2]2[S:6][N:5]=[C:4]([CH3:7])[C:3]=2[C:8]([NH:10][C:11]2[CH:16]=[CH:15][C:14]([F:17])=[C:13]([F:18])[CH:12]=2)=[O:9])=[N:24][CH:25]=1. (3) Given the reactants [NH2:1][C@H:2]([C:7]([OH:9])=[O:8])[C:3]([SH:6])([CH3:5])[CH3:4].[C:10](=O)([O-])[O-].[K+].[K+].CI.[C:18](=O)([O:34]N1C(=O)CCC1=O)[O:19][CH2:20][CH:21]1[C:33]2[CH:32]=[CH:31][CH:30]=[CH:29][C:28]=2[C:27]2[C:22]1=[CH:23][CH:24]=[CH:25][CH:26]=2, predict the reaction product. The product is: [CH:32]1[C:33]2[CH:21]([CH2:20][O:19][C:18]([NH:1][C@H:2]([C:7]([OH:9])=[O:8])[C:3]([S:6][CH3:10])([CH3:5])[CH3:4])=[O:34])[C:22]3[C:27](=[CH:26][CH:25]=[CH:24][CH:23]=3)[C:28]=2[CH:29]=[CH:30][CH:31]=1. (4) Given the reactants Cl.Cl[C:3]1[CH:8]=[C:7]([C:9]2[CH:14]=[CH:13][CH:12]=[C:11]([Cl:15])[CH:10]=2)[N:6]=[C:5]([CH3:16])[C:4]=1[CH2:17][CH3:18].[NH2:19][C:20]1[CH:25]=[CH:24][C:23]([CH2:26][C:27]([O:29][CH3:30])=[O:28])=[CH:22][CH:21]=1, predict the reaction product. The product is: [Cl:15][C:11]1[CH:10]=[C:9]([C:7]2[N:6]=[C:5]([CH3:16])[C:4]([CH2:17][CH3:18])=[C:3]([NH:19][C:20]3[CH:21]=[CH:22][C:23]([CH2:26][C:27]([O:29][CH3:30])=[O:28])=[CH:24][CH:25]=3)[CH:8]=2)[CH:14]=[CH:13][CH:12]=1. (5) The product is: [CH2:1]([N:8]1[CH2:9][CH:10]=[C:11]([C:15]2[CH:16]=[CH:17][C:18]([C:21]([F:24])([F:22])[F:23])=[CH:19][CH:20]=2)[CH2:12][CH2:13]1)[C:2]1[CH:3]=[CH:4][CH:5]=[CH:6][CH:7]=1. Given the reactants [CH2:1]([N:8]1[CH2:13][CH2:12][C:11]([C:15]2[CH:20]=[CH:19][C:18]([C:21]([F:24])([F:23])[F:22])=[CH:17][CH:16]=2)(O)[CH2:10][CH2:9]1)[C:2]1[CH:7]=[CH:6][CH:5]=[CH:4][CH:3]=1.Cl.C(O)(=O)C, predict the reaction product. (6) Given the reactants [CH3:1][CH:2]([CH3:18])[CH2:3][C:4](=[O:17])[CH2:5][N:6]1C(=O)C2C(=CC=CC=2)C1=O.[ClH:19], predict the reaction product. The product is: [ClH:19].[NH2:6][CH2:5][C:4](=[O:17])[CH2:3][CH:2]([CH3:18])[CH3:1].